This data is from Full USPTO retrosynthesis dataset with 1.9M reactions from patents (1976-2016). The task is: Predict the reactants needed to synthesize the given product. (1) Given the product [C:12]1([CH3:22])[CH:17]=[CH:16][C:15]([S:18]([N:1]2[C:9]3=[CH:8][N:7]=[CH:6][CH:5]=[C:4]3[CH:3]=[CH:2]2)(=[O:20])=[O:19])=[CH:14][CH:13]=1, predict the reactants needed to synthesize it. The reactants are: [NH:1]1[C:9]2[C:4](=[CH:5][CH:6]=[N:7][CH:8]=2)[CH:3]=[CH:2]1.[OH-].[Na+].[C:12]1([CH3:22])[CH:17]=[CH:16][C:15]([S:18](Cl)(=[O:20])=[O:19])=[CH:14][CH:13]=1. (2) Given the product [NH2:13][C:14]1[C:15]([F:22])=[CH:16][C:17]([Cl:21])=[C:18]([CH:19]=1)[O:20][C:8]1[CH:7]=[CH:6][C:5]([N+:10]([O-:12])=[O:11])=[CH:4][C:3]=1[C:1]#[N:2], predict the reactants needed to synthesize it. The reactants are: [C:1]([C:3]1[CH:4]=[C:5]([N+:10]([O-:12])=[O:11])[CH:6]=[CH:7][C:8]=1F)#[N:2].[NH2:13][C:14]1[C:15]([F:22])=[CH:16][C:17]([Cl:21])=[C:18]([OH:20])[CH:19]=1.C(=O)([O-])[O-].[K+].[K+]. (3) The reactants are: [Cl:1][C:2]1[CH:25]=[CH:24][C:5]([CH2:6][C:7]2[CH:8]=[N:9][NH:10][C:11]=2[C@H:12]2[CH2:16][CH2:15][CH2:14][N:13]2[C:17]([O:19]C(C)(C)C)=O)=[CH:4][CH:3]=1.CCN(C(C)C)C(C)C.[N:35]([C:38]1[CH:43]=[CH:42][C:41]([C:44]([F:47])([F:46])[F:45])=[CH:40][CH:39]=1)=C=O. Given the product [Cl:1][C:2]1[CH:3]=[CH:4][C:5]([CH2:6][C:7]2[CH:8]=[N:9][NH:10][C:11]=2[C@H:12]2[CH2:16][CH2:15][CH2:14][N:13]2[C:17]([NH:35][C:38]2[CH:43]=[CH:42][C:41]([C:44]([F:45])([F:46])[F:47])=[CH:40][CH:39]=2)=[O:19])=[CH:24][CH:25]=1, predict the reactants needed to synthesize it. (4) Given the product [Cl:1][C:2]1[CH:3]=[C:4]([CH:7]=[CH:8][CH:9]=1)[CH2:5][NH:6][C:11]([NH:10][C:13]1[CH:22]=[CH:21][CH:20]=[C:19]2[C:14]=1[CH:15]=[C:16]([CH3:23])[N:17]=[CH:18]2)=[O:12], predict the reactants needed to synthesize it. The reactants are: [Cl:1][C:2]1[CH:3]=[C:4]([CH:7]=[CH:8][CH:9]=1)[CH2:5][NH2:6].[N:10]([C:13]1[CH:22]=[CH:21][CH:20]=[C:19]2[C:14]=1[CH:15]=[C:16]([CH3:23])[N:17]=[CH:18]2)=[C:11]=[O:12]. (5) Given the product [Si:10]([O:39][C@H:32]1[C:33]2[C:38](=[CH:37][CH:36]=[CH:35][CH:34]=2)[C@H:29]([NH:28][C:26](=[O:27])[C:25]([F:40])([F:41])[F:24])[CH2:30][CH2:31]1)([C:6]([CH3:9])([CH3:8])[CH3:7])([C:17]1[CH:22]=[CH:21][CH:20]=[CH:19][CH:18]=1)[C:11]1[CH:16]=[CH:15][CH:14]=[CH:13][CH:12]=1, predict the reactants needed to synthesize it. The reactants are: N1C=CN=C1.[C:6]([Si:10](Cl)([C:17]1[CH:22]=[CH:21][CH:20]=[CH:19][CH:18]=1)[C:11]1[CH:16]=[CH:15][CH:14]=[CH:13][CH:12]=1)([CH3:9])([CH3:8])[CH3:7].[F:24][C:25]([F:41])([F:40])[C:26]([NH:28][C@H:29]1[C:38]2[C:33](=[CH:34][CH:35]=[CH:36][CH:37]=2)[C@H:32]([OH:39])[CH2:31][CH2:30]1)=[O:27].O. (6) Given the product [CH3:3][C:2]([CH3:5])([CH3:4])[CH2:1][N:8]1[C:20](=[O:22])[N:10]2[CH:11]=[CH:12][C:13]([I:15])=[CH:14][C:9]2=[N:7]1, predict the reactants needed to synthesize it. The reactants are: [CH:1](=O)[C:2]([CH3:5])([CH3:4])[CH3:3].[NH:7]([C:9]1[CH:14]=[C:13]([I:15])[CH:12]=[CH:11][N:10]=1)[NH2:8].C([BH3-])#N.[Na+].[C:20](O)(=[O:22])C. (7) Given the product [CH2:1]([O:8][C:9]1[CH:10]=[C:11]([NH:12][C:19]2[CH:20]=[C:21]([N:27]([CH3:28])[CH3:29])[N:22]=[C:23]([S:25][CH3:26])[N:24]=2)[CH:13]=[CH:14][CH:15]=1)[C:2]1[CH:3]=[CH:4][CH:5]=[CH:6][CH:7]=1, predict the reactants needed to synthesize it. The reactants are: [CH2:1]([O:8][C:9]1[CH:10]=[C:11]([CH:13]=[CH:14][CH:15]=1)[NH2:12])[C:2]1[CH:7]=[CH:6][CH:5]=[CH:4][CH:3]=1.[H-].[Na+].Cl[C:19]1[N:24]=[C:23]([S:25][CH3:26])[N:22]=[C:21]([N:27]([CH3:29])[CH3:28])[CH:20]=1. (8) Given the product [CH3:38][S:35]([OH:39])(=[O:37])=[O:36].[Cl:17][C:12]1[CH:11]=[C:10]([CH:15]=[CH:14][C:13]=1[F:16])[C:9]([NH:8][C@H:5]1[CH2:4][CH2:3][C@@H:2]([NH:1][C:20]2[N:25]=[C:24]([N:26]([CH3:28])[CH3:27])[C:23]([CH3:29])=[CH:22][N:21]=2)[CH2:7][CH2:6]1)=[O:18], predict the reactants needed to synthesize it. The reactants are: [NH2:1][C@@H:2]1[CH2:7][CH2:6][C@H:5]([NH:8][C:9](=[O:18])[C:10]2[CH:15]=[CH:14][C:13]([F:16])=[C:12]([Cl:17])[CH:11]=2)[CH2:4][CH2:3]1.Cl[C:20]1[N:25]=[C:24]([N:26]([CH3:28])[CH3:27])[C:23]([CH3:29])=[CH:22][N:21]=1.C([O-])(O)=O.[Na+].[S:35]([OH:39])([CH3:38])(=[O:37])=[O:36]. (9) Given the product [F:16][B-:17]([F:20])([F:19])[F:18].[Br:1][C:2]1[C:11]2[C:6](=[C:7]([F:14])[CH:8]=[C:9]([O:12][CH3:13])[CH:10]=2)[N:5]=[CH:4][C:3]=1[N+:15]#[N:21], predict the reactants needed to synthesize it. The reactants are: [Br:1][C:2]1[C:11]2[C:6](=[C:7]([F:14])[CH:8]=[C:9]([O:12][CH3:13])[CH:10]=2)[N:5]=[CH:4][C:3]=1[NH2:15].[F:16][B-:17]([F:20])([F:19])[F:18].[N:21]#[O+]. (10) Given the product [CH2:13]1[CH2:12][O:11][C:10]2[CH:2]=[CH:3][C:4]3[CH2:5][CH2:6][C:7](=[O:14])[C:8]=3[C:9]1=2, predict the reactants needed to synthesize it. The reactants are: Br[C:2]1[C:10]2[O:11][CH2:12][CH2:13][C:9]=2[C:8]2[C:7](=[O:14])[CH2:6][CH2:5][C:4]=2[C:3]=1Br.C([O-])(=O)C.[Na+].[H][H].